Dataset: Forward reaction prediction with 1.9M reactions from USPTO patents (1976-2016). Task: Predict the product of the given reaction. (1) Given the reactants Cl.[CH3:2][O:3][CH2:4][C:5]([CH3:8])([NH2:7])[CH3:6].C(N(CC)CC)C.[Br:16][CH:17]([CH3:21])[C:18](Br)=[O:19], predict the reaction product. The product is: [Br:16][CH:17]([CH3:21])[C:18]([NH:7][C:5]([CH3:8])([CH3:6])[CH2:4][O:3][CH3:2])=[O:19]. (2) Given the reactants [NH2:1][NH:2][C:3]([C:5]1[CH:10]=[CH:9][CH:8]=[CH:7][N:6]=1)=[NH:4].[Br:11][C:12]1[CH:13]=[CH:14][C:15]([OH:20])=[C:16]([CH:19]=1)[CH:17]=O, predict the reaction product. The product is: [Br:11][C:12]1[CH:13]=[CH:14][C:15]([OH:20])=[C:16]([C:17]2[NH:1][N:2]=[C:3]([C:5]3[CH:10]=[CH:9][CH:8]=[CH:7][N:6]=3)[N:4]=2)[CH:19]=1. (3) Given the reactants Br[C:2]1[C:10]2[S:9][CH:8]=[N:7][C:6]=2[CH:5]=[CH:4][CH:3]=1.[B:11]1([B:11]2[O:15][C:14]([CH3:17])([CH3:16])[C:13]([CH3:19])([CH3:18])[O:12]2)[O:15][C:14]([CH3:17])([CH3:16])[C:13]([CH3:19])([CH3:18])[O:12]1.C([O-])(=O)C.[K+], predict the reaction product. The product is: [CH3:18][C:13]1([CH3:19])[C:14]([CH3:17])([CH3:16])[O:15][B:11]([C:2]2[C:10]3[S:9][CH:8]=[N:7][C:6]=3[CH:5]=[CH:4][CH:3]=2)[O:12]1. (4) Given the reactants Cl[C:2]1[N:10]=[CH:9][N:8]=[C:7]2[C:3]=1[N:4]=[C:5]([C:11]1[CH:16]=[CH:15][C:14]([N:17]3[CH2:22][CH2:21][O:20][CH2:19][CH2:18]3)=[CH:13][CH:12]=1)[NH:6]2.C([O-])([O-])=O.[K+].[K+].[C:29]([C:31]1[CH:49]=[C:48](B2OC(C)(C)C(C)(C)O2)[CH:47]=[CH:46][C:32]=1[O:33][C@@H:34]1[CH2:38][CH2:37][N:36]([C:39]([O:41][C:42]([CH3:45])([CH3:44])[CH3:43])=[O:40])[CH2:35]1)#[N:30], predict the reaction product. The product is: [C:29]([C:31]1[CH:49]=[C:48]([C:2]2[N:10]=[CH:9][N:8]=[C:7]3[C:3]=2[N:4]=[C:5]([C:11]2[CH:16]=[CH:15][C:14]([N:17]4[CH2:22][CH2:21][O:20][CH2:19][CH2:18]4)=[CH:13][CH:12]=2)[NH:6]3)[CH:47]=[CH:46][C:32]=1[O:33][C@@H:34]1[CH2:38][CH2:37][N:36]([C:39]([O:41][C:42]([CH3:45])([CH3:44])[CH3:43])=[O:40])[CH2:35]1)#[N:30]. (5) Given the reactants C([N:8]1[CH2:13][CH2:12][CH:11]([O:14][C:15]2[C:16]([C:21]3[CH:26]=[CH:25][N:24]=[CH:23][CH:22]=3)=[N:17][CH:18]=[CH:19][CH:20]=2)[CH2:10][CH2:9]1)C1C=CC=CC=1.C([O-])=O.[NH4+], predict the reaction product. The product is: [NH:8]1[CH2:9][CH2:10][CH:11]([O:14][C:15]2[C:16]([C:21]3[CH:26]=[CH:25][N:24]=[CH:23][CH:22]=3)=[N:17][CH:18]=[CH:19][CH:20]=2)[CH2:12][CH2:13]1. (6) Given the reactants Br[C:2]1[CH:3]=[C:4]([CH:18]=[CH:19][CH:20]=1)[CH2:5][O:6][C:7]1[CH:12]=[CH:11][CH:10]=[CH:9][C:8]=1[CH2:13][C:14]([O:16]C)=[O:15].[NH:21]1[C:25]([C:26]2[CH:27]=[C:28](B(O)O)[CH:29]=[CH:30][CH:31]=2)=[N:24][N:23]=[N:22]1.[O-]P([O-])([O-])=O.[K+].[K+].[K+], predict the reaction product. The product is: [NH:24]1[C:25]([C:26]2[CH:31]=[C:30]([C:2]3[CH:20]=[CH:19][CH:18]=[C:4]([CH2:5][O:6][C:7]4[CH:12]=[CH:11][CH:10]=[CH:9][C:8]=4[CH2:13][C:14]([OH:16])=[O:15])[CH:3]=3)[CH:29]=[CH:28][CH:27]=2)=[N:21][N:22]=[N:23]1. (7) Given the reactants P([O-])([O-])([O-])=O.[K+].[K+].[K+].N[C@@H]1CCCC[C@H]1N.I[C:18]1[CH:23]=[CH:22][CH:21]=[CH:20][C:19]=1[CH2:24][CH2:25][CH:26]([CH3:28])[CH3:27].[C:29]([O:33][C:34]([N:36]1[CH2:41][CH2:40][NH:39][C:38](=[O:42])[CH2:37]1)=[O:35])([CH3:32])([CH3:31])[CH3:30], predict the reaction product. The product is: [C:29]([O:33][C:34]([N:36]1[CH2:41][CH2:40][N:39]([C:18]2[CH:23]=[CH:22][CH:21]=[CH:20][C:19]=2[CH2:24][CH2:25][CH:26]([CH3:28])[CH3:27])[C:38](=[O:42])[CH2:37]1)=[O:35])([CH3:32])([CH3:30])[CH3:31]. (8) Given the reactants [CH:1](/[C:4]1[C:14]2[O:13][CH2:12][CH2:11][N:10](C(OC(C)(C)C)=O)[CH2:9][C:8]=2[CH:7]=[CH:6][CH:5]=1)=[CH:2]\[CH3:3].C(OCC)(=O)C.[ClH:28], predict the reaction product. The product is: [ClH:28].[CH:1](/[C:4]1[C:14]2[O:13][CH2:12][CH2:11][NH:10][CH2:9][C:8]=2[CH:7]=[CH:6][CH:5]=1)=[CH:2]\[CH3:3]. (9) Given the reactants Cl[C:2]([O:4][CH3:5])=[O:3].C([O-])([O-])=O.[K+].[K+].[C:12]([O:16][C:17](=[O:33])[N:18]([CH2:22][C:23]1[CH:28]=[C:27]([CH2:29][CH2:30][NH2:31])[CH:26]=[CH:25][C:24]=1[Cl:32])[CH:19]1[CH2:21][CH2:20]1)([CH3:15])([CH3:14])[CH3:13], predict the reaction product. The product is: [CH3:5][O:4][C:2](=[O:3])[NH:31][CH2:30][CH2:29][C:27]1[CH:26]=[CH:25][C:24]([Cl:32])=[C:23]([CH2:22][N:18]([C:17]([O:16][C:12]([CH3:15])([CH3:13])[CH3:14])=[O:33])[CH:19]2[CH2:20][CH2:21]2)[CH:28]=1. (10) The product is: [Cl:1][C:2]1[CH:10]=[CH:9][CH:8]=[C:7]([F:30])[C:3]=1[C:4]([NH:53][C@H:52]([C:54]([OH:56])=[O:55])[CH2:51][C:50]1[CH:58]=[CH:59][C:47]([O:46][CH2:45][CH2:44][C:41]2[CH:42]=[CH:43][C:35]3[O:34][CH2:39][CH2:38][NH:37][C:36]=3[N:40]=2)=[CH:48][CH:49]=1)=[O:6]. Given the reactants [Cl:1][C:2]1[CH:10]=[CH:9][C:8](F)=[CH:7][C:3]=1[C:4]([OH:6])=O.CN(C(ON1N=NC2C=CC=CC1=2)=[N+](C)C)C.[B-](F)(F)(F)[F:30].[O:34]1[CH2:39][CH2:38][NH:37][C:36]2[N:40]=[C:41]([CH2:44][CH2:45][O:46][C:47]3[CH:59]=[CH:58][C:50]([CH2:51][C@@H:52]([C:54]([O:56]C)=[O:55])[NH2:53])=[CH:49][CH:48]=3)[CH:42]=[CH:43][C:35]1=2.[Li+].[OH-], predict the reaction product.